Dataset: NCI-60 drug combinations with 297,098 pairs across 59 cell lines. Task: Regression. Given two drug SMILES strings and cell line genomic features, predict the synergy score measuring deviation from expected non-interaction effect. (1) Cell line: SK-MEL-5. Drug 2: CC1C(C(CC(O1)OC2CC(CC3=C2C(=C4C(=C3O)C(=O)C5=CC=CC=C5C4=O)O)(C(=O)C)O)N)O. Drug 1: CS(=O)(=O)CCNCC1=CC=C(O1)C2=CC3=C(C=C2)N=CN=C3NC4=CC(=C(C=C4)OCC5=CC(=CC=C5)F)Cl. Synergy scores: CSS=52.8, Synergy_ZIP=-2.70, Synergy_Bliss=-1.58, Synergy_Loewe=-1.81, Synergy_HSA=-0.439. (2) Drug 1: CCC1=CC2CC(C3=C(CN(C2)C1)C4=CC=CC=C4N3)(C5=C(C=C6C(=C5)C78CCN9C7C(C=CC9)(C(C(C8N6C)(C(=O)OC)O)OC(=O)C)CC)OC)C(=O)OC.C(C(C(=O)O)O)(C(=O)O)O. Drug 2: C1=C(C(=O)NC(=O)N1)F. Cell line: COLO 205. Synergy scores: CSS=76.2, Synergy_ZIP=-1.20, Synergy_Bliss=-2.52, Synergy_Loewe=-0.298, Synergy_HSA=0.372. (3) Drug 1: CC1=C(N=C(N=C1N)C(CC(=O)N)NCC(C(=O)N)N)C(=O)NC(C(C2=CN=CN2)OC3C(C(C(C(O3)CO)O)O)OC4C(C(C(C(O4)CO)O)OC(=O)N)O)C(=O)NC(C)C(C(C)C(=O)NC(C(C)O)C(=O)NCCC5=NC(=CS5)C6=NC(=CS6)C(=O)NCCC[S+](C)C)O. Drug 2: CN(CCCl)CCCl.Cl. Cell line: U251. Synergy scores: CSS=58.8, Synergy_ZIP=-0.681, Synergy_Bliss=-0.494, Synergy_Loewe=1.20, Synergy_HSA=4.28. (4) Drug 1: C1=CC(=CC=C1CCC2=CNC3=C2C(=O)NC(=N3)N)C(=O)NC(CCC(=O)O)C(=O)O. Drug 2: COC1=NC(=NC2=C1N=CN2C3C(C(C(O3)CO)O)O)N. Cell line: K-562. Synergy scores: CSS=18.6, Synergy_ZIP=1.19, Synergy_Bliss=-3.11, Synergy_Loewe=-27.9, Synergy_HSA=-7.79. (5) Synergy scores: CSS=19.9, Synergy_ZIP=-0.196, Synergy_Bliss=-1.88, Synergy_Loewe=-22.8, Synergy_HSA=-1.49. Cell line: NCI-H522. Drug 2: C1CC(=O)NC(=O)C1N2C(=O)C3=CC=CC=C3C2=O. Drug 1: CCC1=C2CN3C(=CC4=C(C3=O)COC(=O)C4(CC)O)C2=NC5=C1C=C(C=C5)O.